The task is: Predict the product of the given reaction.. This data is from Forward reaction prediction with 1.9M reactions from USPTO patents (1976-2016). (1) Given the reactants [F:1][C:2]1[CH:7]=[CH:6][C:5]([CH2:8][CH2:9][C:10]([O:12][CH3:13])=[O:11])=[C:4]([OH:14])[CH:3]=1.[N+](C1C=C(S(O[CH2:28][C@:29]2([CH3:32])[CH2:31][O:30]2)(=O)=O)C=CC=1)([O-])=O.C([O-])([O-])=O.[Cs+].[Cs+], predict the reaction product. The product is: [F:1][C:2]1[CH:7]=[CH:6][C:5]([CH2:8][CH2:9][C:10]([O:12][CH3:13])=[O:11])=[C:4]([O:14][CH2:28][C@:29]2([CH3:32])[CH2:31][O:30]2)[CH:3]=1. (2) Given the reactants [CH2:1]([N:3]1[C:15]2[CH:14]=[CH:13][C:12]([CH2:16][NH:17][C:18](=[O:29])[CH:19]([NH:21]C(=O)OC(C)(C)C)[CH3:20])=[CH:11][C:10]=2[C:9]2[C:4]1=[CH:5][CH:6]=[CH:7][CH:8]=2)[CH3:2].C(O)(C(F)(F)F)=O, predict the reaction product. The product is: [NH2:21][CH:19]([CH3:20])[C:18]([NH:17][CH2:16][C:12]1[CH:13]=[CH:14][C:15]2[N:3]([CH2:1][CH3:2])[C:4]3[C:9]([C:10]=2[CH:11]=1)=[CH:8][CH:7]=[CH:6][CH:5]=3)=[O:29]. (3) Given the reactants [Si]([O:8][CH2:9][CH2:10][CH:11]1[C:16]2[CH:17]=[CH:18][C:19]([C:21](/[N:23]=[CH:24]\[N:25]([CH3:27])C)=O)=[CH:20][C:15]=2[CH2:14][CH2:13][O:12]1)(C(C)(C)C)(C)C.C[NH:29]N.C(O)(=O)C.O, predict the reaction product. The product is: [CH3:27][N:25]1[CH:24]=[N:23][C:21]([C:19]2[CH:18]=[CH:17][C:16]3[CH:11]([CH2:10][CH2:9][OH:8])[O:12][CH2:13][CH2:14][C:15]=3[CH:20]=2)=[N:29]1. (4) The product is: [F:16][C:11]1([CH2:14][O:15][S:30]([CH3:29])(=[O:32])=[O:31])[CH2:12][CH2:13][N:8]([C:7]2[CH:6]=[CH:5][C:4]([N:17]3[CH2:21][C@H:20]([CH2:22][NH:23][C:24](=[O:26])[CH3:25])[O:19][C:18]3=[O:27])=[CH:3][C:2]=2[F:1])[CH2:9][CH2:10]1. Given the reactants [F:1][C:2]1(F)[C:7]([N:8]2[CH2:13][CH2:12][C:11]([F:16])([CH2:14][OH:15])[CH2:10][CH2:9]2)=[CH:6][CH:5]=[C:4]([N:17]2[CH2:21][C@H:20]([CH2:22][NH:23][C:24](=[O:26])[CH3:25])[O:19][C:18]2=[O:27])[CH2:3]1.[CH3:29][S:30](Cl)(=[O:32])=[O:31].C(N(CC)CC)C, predict the reaction product. (5) Given the reactants Br[C:2]1[CH:3]=[CH:4][C:5]([F:15])=[C:6]([C:8]2[CH:9]=[N:10][CH:11]=[C:12]([F:14])[CH:13]=2)[CH:7]=1.[B:16]1([B:16]2[O:20][C:19]([CH3:22])([CH3:21])[C:18]([CH3:24])([CH3:23])[O:17]2)[O:20][C:19]([CH3:22])([CH3:21])[C:18]([CH3:24])([CH3:23])[O:17]1, predict the reaction product. The product is: [F:14][C:12]1[CH:11]=[N:10][CH:9]=[C:8]([C:6]2[CH:7]=[C:2]([B:16]3[O:20][C:19]([CH3:22])([CH3:21])[C:18]([CH3:24])([CH3:23])[O:17]3)[CH:3]=[CH:4][C:5]=2[F:15])[CH:13]=1. (6) Given the reactants [N:1]([C:4]1[CH:9]=[CH:8][C:7]([Cl:10])=[CH:6][C:5]=1[Cl:11])=[N+:2]=[N-:3].[Cl:12][C:13]1[CH:14]=[CH:15][C:16]([O:22][CH3:23])=[C:17]([CH2:19][C:20]#[N:21])[CH:18]=1.C[O-].[Na+], predict the reaction product. The product is: [Cl:12][C:13]1[CH:14]=[CH:15][C:16]([O:22][CH3:23])=[C:17]([C:19]2[N:3]=[N:2][N:1]([C:4]3[CH:9]=[CH:8][C:7]([Cl:10])=[CH:6][C:5]=3[Cl:11])[C:20]=2[NH2:21])[CH:18]=1.